From a dataset of NCI-60 drug combinations with 297,098 pairs across 59 cell lines. Regression. Given two drug SMILES strings and cell line genomic features, predict the synergy score measuring deviation from expected non-interaction effect. Drug 1: CC1CCC2CC(C(=CC=CC=CC(CC(C(=O)C(C(C(=CC(C(=O)CC(OC(=O)C3CCCCN3C(=O)C(=O)C1(O2)O)C(C)CC4CCC(C(C4)OC)O)C)C)O)OC)C)C)C)OC. Drug 2: CC1=C2C(C(=O)C3(C(CC4C(C3C(C(C2(C)C)(CC1OC(=O)C(C(C5=CC=CC=C5)NC(=O)OC(C)(C)C)O)O)OC(=O)C6=CC=CC=C6)(CO4)OC(=O)C)O)C)O. Cell line: HCC-2998. Synergy scores: CSS=34.0, Synergy_ZIP=0.0842, Synergy_Bliss=-0.836, Synergy_Loewe=5.38, Synergy_HSA=5.58.